This data is from NCI-60 drug combinations with 297,098 pairs across 59 cell lines. The task is: Regression. Given two drug SMILES strings and cell line genomic features, predict the synergy score measuring deviation from expected non-interaction effect. (1) Drug 1: C1CC(C1)(C(=O)O)C(=O)O.[NH2-].[NH2-].[Pt+2]. Drug 2: C(CC(=O)O)C(=O)CN.Cl. Cell line: SK-OV-3. Synergy scores: CSS=3.56, Synergy_ZIP=-2.22, Synergy_Bliss=4.74, Synergy_Loewe=1.41, Synergy_HSA=3.22. (2) Drug 1: CC(C)(C#N)C1=CC(=CC(=C1)CN2C=NC=N2)C(C)(C)C#N. Drug 2: CC(C)NC(=O)C1=CC=C(C=C1)CNNC.Cl. Cell line: MDA-MB-435. Synergy scores: CSS=-1.90, Synergy_ZIP=8.15, Synergy_Bliss=2.95, Synergy_Loewe=0.173, Synergy_HSA=-0.108. (3) Drug 1: CS(=O)(=O)CCNCC1=CC=C(O1)C2=CC3=C(C=C2)N=CN=C3NC4=CC(=C(C=C4)OCC5=CC(=CC=C5)F)Cl. Drug 2: C1C(C(OC1N2C=NC(=NC2=O)N)CO)O. Cell line: LOX IMVI. Synergy scores: CSS=0.113, Synergy_ZIP=-2.87, Synergy_Bliss=-7.03, Synergy_Loewe=-5.54, Synergy_HSA=-8.53. (4) Drug 1: C(=O)(N)NO. Drug 2: CCN(CC)CCCC(C)NC1=C2C=C(C=CC2=NC3=C1C=CC(=C3)Cl)OC. Cell line: M14. Synergy scores: CSS=11.7, Synergy_ZIP=-3.93, Synergy_Bliss=-0.514, Synergy_Loewe=-9.80, Synergy_HSA=-2.31. (5) Drug 1: C1=NC(=NC(=O)N1C2C(C(C(O2)CO)O)O)N. Drug 2: B(C(CC(C)C)NC(=O)C(CC1=CC=CC=C1)NC(=O)C2=NC=CN=C2)(O)O. Cell line: MDA-MB-435. Synergy scores: CSS=69.0, Synergy_ZIP=0.658, Synergy_Bliss=1.85, Synergy_Loewe=-8.58, Synergy_HSA=1.69.